From a dataset of Full USPTO retrosynthesis dataset with 1.9M reactions from patents (1976-2016). Predict the reactants needed to synthesize the given product. (1) Given the product [Cl:16][C:17]1[C:18]([NH:36][C:37](=[O:45])[CH2:38][CH:39]2[CH2:44][CH2:43][CH2:42][CH2:41][CH2:40]2)=[C:19]2[C:24](=[CH:25][CH:26]=1)[N:23]=[C:22]([NH:27][CH2:28][C:29]([OH:31])=[O:30])[CH:21]=[CH:20]2, predict the reactants needed to synthesize it. The reactants are: ClC1C=CC2N=C(C)C=CC=2C=1C(O)=O.[Cl:16][C:17]1[C:18]([NH:36][C:37](=[O:45])[CH2:38][CH:39]2[CH2:44][CH2:43][CH2:42][CH2:41][CH2:40]2)=[C:19]2[C:24](=[CH:25][CH:26]=1)[N:23]=[C:22]([NH:27][CH2:28][C:29]([O:31]C(C)(C)C)=[O:30])[CH:21]=[CH:20]2.FC(F)(F)C(O)=O. (2) Given the product [NH2:27][CH2:15][C@H:13]([OH:14])[C@@H:12]([NH:16][C:17](=[O:23])[O:18][C:19]([CH3:22])([CH3:21])[CH3:20])[CH2:11][C@H:10]([CH2:9][O:8][CH2:1][C:2]1[CH:7]=[CH:6][CH:5]=[CH:4][CH:3]=1)[CH:24]([CH3:26])[CH3:25], predict the reactants needed to synthesize it. The reactants are: [CH2:1]([O:8][CH2:9][C@H:10]([CH:24]([CH3:26])[CH3:25])[CH2:11][C@H:12]([NH:16][C:17](=[O:23])[O:18][C:19]([CH3:22])([CH3:21])[CH3:20])[C@@H:13]1[CH2:15][O:14]1)[C:2]1[CH:7]=[CH:6][CH:5]=[CH:4][CH:3]=1.[NH4+:27].[OH-]. (3) Given the product [CH:7]1[C:6]2[C:5](=[O:18])[C:4]3[C:13](=[CH:14][CH:15]=[CH:2][CH:3]=3)[C:12](=[O:16])[C:11]=2[CH:10]=[CH:9][CH:8]=1, predict the reactants needed to synthesize it. The reactants are: Br[C:2]1[CH:15]=[CH:14][C:13]2[C:12](=[O:16])[C:11]3[C:6](=[CH:7][CH:8]=[C:9](Br)[CH:10]=3)[C:5](=[O:18])[C:4]=2[CH:3]=1.C1(B(O)O)C=CC=CC=1.COCCOC.C(O)C. (4) The reactants are: Br[C:2]1[CH:11]=[C:10]2[C:5]([CH:6]=[CH:7][C:8]([O:12][CH:13]([CH2:23][CH3:24])[C:14]([NH:16][C:17]([CH3:22])([CH3:21])[CH2:18][O:19][CH3:20])=[O:15])=[CH:9]2)=[CH:4][CH:3]=1.[CH3:25][Zn]C.C1(C)C=CC=CC=1.CO. Given the product [CH3:20][O:19][CH2:18][C:17]([NH:16][C:14](=[O:15])[CH:13]([O:12][C:8]1[CH:7]=[CH:6][C:5]2[C:10](=[CH:11][C:2]([CH3:25])=[CH:3][CH:4]=2)[CH:9]=1)[CH2:23][CH3:24])([CH3:22])[CH3:21], predict the reactants needed to synthesize it. (5) Given the product [Cl:28][C:25]1[N:24]=[CH:23][C:22]([C:20]2[CH:19]=[CH:18][C:17]([CH:29]=[O:30])=[C:16]([O:8][C:3]3[CH:4]=[CH:5][CH:6]=[CH:7][C:2]=3[Cl:1])[N:21]=2)=[CH:27][CH:26]=1, predict the reactants needed to synthesize it. The reactants are: [Cl:1][C:2]1[CH:7]=[CH:6][CH:5]=[CH:4][C:3]=1[OH:8].C(=O)([O-])[O-].[K+].[K+].Cl[C:16]1[N:21]=[C:20]([C:22]2[CH:23]=[N:24][C:25]([Cl:28])=[CH:26][CH:27]=2)[CH:19]=[CH:18][C:17]=1[CH:29]=[O:30]. (6) Given the product [C:36]([O:35][C:33]([N:26]1[CH2:25][CH2:24][CH:23]([C:20]2[CH:21]=[CH:22][C:17]([O:16][C:15]3[CH:31]=[CH:32][C:12]([Cl:11])=[CH:13][CH:14]=3)=[CH:18][CH:19]=2)[S:29][CH2:28][CH2:27]1)=[O:34])([CH3:39])([CH3:38])[CH3:37], predict the reactants needed to synthesize it. The reactants are: [H-].[Al+3].[Li+].[H-].[H-].[H-].[Cl-].[Al+3].[Cl-].[Cl-].[Cl:11][C:12]1[CH:32]=[CH:31][C:15]([O:16][C:17]2[CH:22]=[CH:21][C:20]([CH:23]3[S:29][CH2:28][CH2:27][NH:26][C:25](=O)[CH2:24]3)=[CH:19][CH:18]=2)=[CH:14][CH:13]=1.[C:33](O[C:33]([O:35][C:36]([CH3:39])([CH3:38])[CH3:37])=[O:34])([O:35][C:36]([CH3:39])([CH3:38])[CH3:37])=[O:34].[OH-].[Na+]. (7) Given the product [CH2:8]([C:7]([C:16]1[CH:17]=[CH:18][C:19]([OH:20])=[C:14]([CH3:21])[CH:15]=1)([C:3]1[CH:2]=[C:1]([CH3:13])[CH:6]=[CH:5][CH:4]=1)[CH2:10][CH3:11])[CH3:9], predict the reactants needed to synthesize it. The reactants are: [C:1]1([CH3:13])[CH:6]=[CH:5][CH:4]=[C:3]([C:7](O)([CH2:10][CH3:11])[CH2:8][CH3:9])[CH:2]=1.[C:14]1([CH3:21])[C:19]([OH:20])=[CH:18][CH:17]=[CH:16][CH:15]=1.[Al+3].[Cl-].[Cl-].[Cl-].Cl. (8) Given the product [N+:10]([C:8]1[CH:7]=[N:6][N:5]([CH2:4][CH2:3][CH2:2][N:13]2[CH2:18][CH2:17][CH2:16][CH:15]([OH:19])[CH2:14]2)[CH:9]=1)([O-:12])=[O:11], predict the reactants needed to synthesize it. The reactants are: Br[CH2:2][CH2:3][CH2:4][N:5]1[CH:9]=[C:8]([N+:10]([O-:12])=[O:11])[CH:7]=[N:6]1.[NH:13]1[CH2:18][CH2:17][CH2:16][CH:15]([OH:19])[CH2:14]1.C([O-])([O-])=O.[Cs+].[Cs+]. (9) Given the product [CH3:1][O:2][C:3]([C:5]1[C@@H:10]([C:11]2[CH:16]=[CH:15][C:14]([C:17]#[N:18])=[CH:13][CH:12]=2)[N:9]2[C:19](=[O:27])[N:20]([CH2:22][C:23]([OH:25])=[O:24])[N:21]=[C:8]2[N:7]([C:28]2[CH:33]=[CH:32][CH:31]=[C:30]([C:34]([F:36])([F:35])[F:37])[CH:29]=2)[C:6]=1[CH3:38])=[O:4], predict the reactants needed to synthesize it. The reactants are: [CH3:1][O:2][C:3]([C:5]1[C@@H:10]([C:11]2[CH:16]=[CH:15][C:14]([C:17]#[N:18])=[CH:13][CH:12]=2)[N:9]2[C:19](=[O:27])[N:20]([CH2:22][C:23]([O:25]C)=[O:24])[N:21]=[C:8]2[N:7]([C:28]2[CH:33]=[CH:32][CH:31]=[C:30]([C:34]([F:37])([F:36])[F:35])[CH:29]=2)[C:6]=1[CH3:38])=[O:4].CO.[OH-].[Li+].Cl.